This data is from Catalyst prediction with 721,799 reactions and 888 catalyst types from USPTO. The task is: Predict which catalyst facilitates the given reaction. (1) Reactant: [CH2:1]([C:8]1[CH:13]=[CH:12][C:11]([NH:14][C:15]2[C:24]3[C:19](=[CH:20][CH:21]=[C:22]([Cl:25])[CH:23]=3)[N:18]=[CH:17][C:16]=2[CH2:26][OH:27])=[CH:10][CH:9]=1)[C:2]1[CH:7]=[CH:6][CH:5]=[CH:4][CH:3]=1.C[N+]1([O-])CCOCC1. Product: [CH2:1]([C:8]1[CH:13]=[CH:12][C:11]([NH:14][C:15]2[C:24]3[C:19](=[CH:20][CH:21]=[C:22]([Cl:25])[CH:23]=3)[N:18]=[CH:17][C:16]=2[CH:26]=[O:27])=[CH:10][CH:9]=1)[C:2]1[CH:7]=[CH:6][CH:5]=[CH:4][CH:3]=1. The catalyst class is: 678. (2) Reactant: [N:1]([CH:4]([C:6]1[N:7]([C:17]2[CH:22]=[CH:21][CH:20]=[CH:19][CH:18]=2)[C:8](=[O:16])[C:9]2[N:10]([CH:12]=[CH:13][C:14]=2[CH3:15])[CH:11]=1)[CH3:5])=[N+]=[N-].C1(P(C2C=CC=CC=2)C2C=CC=CC=2)C=CC=CC=1.N.O. Product: [NH2:1][CH:4]([C:6]1[N:7]([C:17]2[CH:22]=[CH:21][CH:20]=[CH:19][CH:18]=2)[C:8](=[O:16])[C:9]2[N:10]([CH:12]=[CH:13][C:14]=2[CH3:15])[CH:11]=1)[CH3:5]. The catalyst class is: 1. (3) Reactant: [NH:1]([C:3]1[CH:4]=[C:5]([CH:9]=[CH:10][CH:11]=1)[C:6]([OH:8])=[O:7])[NH2:2].[C:12](O[C:12]([O:14][C:15]([CH3:18])([CH3:17])[CH3:16])=[O:13])([O:14][C:15]([CH3:18])([CH3:17])[CH3:16])=[O:13]. Product: [C:12]([C:4]1[C:3]([NH:1][NH2:2])=[CH:11][CH:10]=[CH:9][C:5]=1[C:6]([OH:8])=[O:7])([O:14][C:15]([CH3:18])([CH3:17])[CH3:16])=[O:13]. The catalyst class is: 9. (4) Reactant: [O:1]1[CH2:6][CH2:5][CH:4]([N:7]2[CH2:12][CH2:11][CH:10]([NH:13]C(=O)OC(C)(C)C)[CH2:9][CH2:8]2)[CH2:3][CH2:2]1.[ClH:21]. Product: [ClH:21].[ClH:21].[O:1]1[CH2:2][CH2:3][CH:4]([N:7]2[CH2:12][CH2:11][CH:10]([NH2:13])[CH2:9][CH2:8]2)[CH2:5][CH2:6]1. The catalyst class is: 4. (5) Reactant: [CH2:1]([OH:4])[C:2]#[CH:3].[H-].[Na+].[Cl:7][C:8]1[C:13]([O:14][CH3:15])=[N:12][C:11](Cl)=[CH:10][N:9]=1.C(OCC)(=O)C. Product: [Cl:7][C:8]1[C:13]([O:14][CH3:15])=[N:12][C:11]([O:4][CH2:1][C:2]#[CH:3])=[CH:10][N:9]=1. The catalyst class is: 35.